From a dataset of Full USPTO retrosynthesis dataset with 1.9M reactions from patents (1976-2016). Predict the reactants needed to synthesize the given product. (1) Given the product [CH3:9][O:10][C:11]1[CH:12]=[CH:13][C:14]([CH2:15][N:16]2[C:17]3[N:25]=[CH:24][CH:23]=[CH:22][C:18]=3[C:19](=[O:21])[O:20][C:2]2=[O:3])=[CH:26][CH:27]=1, predict the reactants needed to synthesize it. The reactants are: Cl[C:2](OC(Cl)(Cl)Cl)=[O:3].[CH3:9][O:10][C:11]1[CH:27]=[CH:26][C:14]([CH2:15][NH:16][C:17]2[N:25]=[CH:24][CH:23]=[CH:22][C:18]=2[C:19]([OH:21])=[O:20])=[CH:13][CH:12]=1. (2) Given the product [CH2:1]1[C:9]2[C:4](=[CH:5][C:6]([C:10]3([C:13]([NH:35][C:30]4[N:29]=[C:28]([C:25]5[CH:26]=[N:27][C:22]([O:21][CH3:20])=[C:23]([CH3:36])[CH:24]=5)[C:33]([CH3:34])=[CH:32][CH:31]=4)=[O:15])[CH2:11][CH2:12]3)=[CH:7][CH:8]=2)[CH2:3][O:2]1, predict the reactants needed to synthesize it. The reactants are: [CH2:1]1[C:9]2[C:4](=[CH:5][C:6]([C:10]3([C:13]([OH:15])=O)[CH2:12][CH2:11]3)=[CH:7][CH:8]=2)[CH2:3][O:2]1.S(Cl)(Cl)=O.[CH3:20][O:21][C:22]1[N:27]=[CH:26][C:25]([C:28]2[C:33]([CH3:34])=[CH:32][CH:31]=[C:30]([NH2:35])[N:29]=2)=[CH:24][C:23]=1[CH3:36].CCN(CC)CC. (3) The reactants are: [C:1]([O:5][C:6]([N:8]1[CH2:13][CH2:12][N:11]([C:14]2[N:22]([C:23]3[CH:28]=[CH:27][CH:26]=[CH:25][C:24]=3[Cl:29])[C:21]3[C:20](=[O:30])[N:19](COC(=O)C(C)(C)C)[C:18](=[O:39])[N:17]([CH2:40][C:41]([O:43][CH3:44])=[O:42])[C:16]=3[N:15]=2)[CH2:10][CH2:9]1)=[O:7])([CH3:4])([CH3:3])[CH3:2].[H-].[Na+].Cl. Given the product [C:1]([O:5][C:6]([N:8]1[CH2:13][CH2:12][N:11]([C:14]2[N:22]([C:23]3[CH:28]=[CH:27][CH:26]=[CH:25][C:24]=3[Cl:29])[C:21]3[C:20](=[O:30])[NH:19][C:18](=[O:39])[N:17]([CH2:40][C:41]([O:43][CH3:44])=[O:42])[C:16]=3[N:15]=2)[CH2:10][CH2:9]1)=[O:7])([CH3:4])([CH3:3])[CH3:2], predict the reactants needed to synthesize it. (4) The reactants are: Br[C:2]1[C:7]([NH:8][C:9]([C:11]2[CH2:12][N:13]([C:17](OC(C)(C)C)=O)[CH2:14][CH2:15][CH:16]=2)=[O:10])=[CH:6][CH:5]=[CH:4][N:3]=1.Br[C:25]1[C:30](N)=CC=CN=1.COC(C1CN(C(OC(C)(C)C)=O)CCC=1)=O.C[Al](C)C. Given the product [CH2:17]([N:13]1[CH2:14][CH2:15][CH2:16][C:11]2([C:2]3[C:7](=[CH:6][CH:5]=[CH:4][N:3]=3)[NH:8][C:9]2=[O:10])[CH2:12]1)[CH2:25][CH3:30], predict the reactants needed to synthesize it. (5) Given the product [OH:44][C@H:31]([C:32]1[CH:37]=[CH:36][C:35]([OH:38])=[C:34]([NH:39][S:40]([CH3:43])(=[O:42])=[O:41])[CH:33]=1)[CH2:30][NH:29][CH2:28][CH:25]1[CH2:24][CH2:23][N:22]([S:19]([C:16]2[CH:17]=[CH:18][C:13]([NH:12][C:10]([N:6]3[CH2:7][CH2:8][CH2:9][C@H:5]3[C:3]([OH:4])=[O:2])=[O:11])=[CH:14][CH:15]=2)(=[O:20])=[O:21])[CH2:27][CH2:26]1, predict the reactants needed to synthesize it. The reactants are: C[O:2][C:3]([CH:5]1[CH2:9][CH2:8][CH2:7][N:6]1[C:10]([NH:12][C:13]1[CH:18]=[CH:17][C:16]([S:19]([N:22]2[CH2:27][CH2:26][CH:25]([CH2:28][NH:29][CH2:30][C@H:31]([OH:44])[C:32]3[CH:37]=[CH:36][C:35]([OH:38])=[C:34]([NH:39][S:40]([CH3:43])(=[O:42])=[O:41])[CH:33]=3)[CH2:24][CH2:23]2)(=[O:21])=[O:20])=[CH:15][CH:14]=1)=[O:11])=[O:4].Cl. (6) The reactants are: C1(N)[C:6]([F:7])=[C:5](F)C(F)=C(N)C=1F.Cl.Cl.[NH:15]1[CH2:20][CH2:19][CH:18]([N:21]2[CH2:25][CH2:24][N:23]([CH2:26][CH2:27][CH2:28][N:29]3[CH2:34][CH2:33][CH2:32][CH2:31][CH2:30]3)[C:22]2=[C:35]([C:38]#[N:39])[C:36]#[N:37])[CH2:17][CH2:16]1.C(=O)([O-])[O-].[K+].[K+].BrCCF. Given the product [F:7][CH2:6][CH2:5][N:15]1[CH2:20][CH2:19][CH:18]([N:21]2[CH2:25][CH2:24][N:23]([CH2:26][CH2:27][CH2:28][N:29]3[CH2:34][CH2:33][CH2:32][CH2:31][CH2:30]3)[C:22]2=[C:35]([C:36]#[N:37])[C:38]#[N:39])[CH2:17][CH2:16]1, predict the reactants needed to synthesize it. (7) Given the product [Br:1][C:2]1[CH:7]=[C:6]([CH:8]([CH2:10][CH3:11])[CH3:9])[CH:5]=[CH:4][C:3]=1[O:12][CH3:13], predict the reactants needed to synthesize it. The reactants are: [Br:1][C:2]1[CH:7]=[C:6]([CH:8]([CH2:10][CH3:11])[CH3:9])[CH:5]=[CH:4][C:3]=1[OH:12].[C:13](=O)([O-])[O-].[K+].[K+].IC.C(OCC)(=O)C. (8) Given the product [CH3:9][C:4]1[CH:5]=[C:6]([OH:8])[CH:7]=[C:2]([CH3:1])[C:3]=1[CH2:10][C:12]1[CH:13]=[CH:14][C:15]([O:18][Si:19]([CH:26]([CH3:28])[CH3:27])([CH:20]([CH3:21])[CH3:22])[CH:23]([CH3:25])[CH3:24])=[CH:16][CH:17]=1, predict the reactants needed to synthesize it. The reactants are: [CH3:1][C:2]1[CH:7]=[C:6]([OH:8])[CH:5]=[C:4]([CH3:9])[C:3]=1[CH:10]([C:12]1[CH:17]=[CH:16][C:15]([O:18][Si:19]([CH:26]([CH3:28])[CH3:27])([CH:23]([CH3:25])[CH3:24])[CH:20]([CH3:22])[CH3:21])=[CH:14][CH:13]=1)O.C(O)(=O)C.OCC1(OC[C@@H](O)[C@@H](O)[C@H]1O)O.[H][H]. (9) Given the product [Si:35]([O:34][CH:33]([N:10]1[CH:11]=[C:7]([C:1]2[CH:6]=[CH:5][CH:4]=[CH:3][CH:2]=2)[C:8]([C:12]([N:14]2[CH2:15][CH2:16][N:17]([C:20]3[CH:21]=[C:22]([CH:26]=[CH:27][CH:28]=3)[C:23]([NH2:25])=[O:24])[CH2:18][CH2:19]2)=[O:13])=[CH:9]1)[CH3:32])([C:38]([CH3:41])([CH3:40])[CH3:39])([CH3:37])[CH3:36], predict the reactants needed to synthesize it. The reactants are: [C:1]1([C:7]2[C:8]([C:12]([N:14]3[CH2:19][CH2:18][N:17]([C:20]4[CH:21]=[C:22]([CH:26]=[CH:27][CH:28]=4)[C:23]([NH2:25])=[O:24])[CH2:16][CH2:15]3)=[O:13])=[CH:9][NH:10][CH:11]=2)[CH:6]=[CH:5][CH:4]=[CH:3][CH:2]=1.[H-].[Na+].Br[CH2:32][CH2:33][O:34][Si:35]([C:38]([CH3:41])([CH3:40])[CH3:39])([CH3:37])[CH3:36].